Dataset: Forward reaction prediction with 1.9M reactions from USPTO patents (1976-2016). Task: Predict the product of the given reaction. (1) The product is: [NH2:13][C:11](=[O:12])[C@H:10]([NH:9][C:6]1[CH:7]=[CH:8][C:3]([C:1]([NH2:2])=[O:26])=[C:4]([NH:18][C:19]2[S:23][N:22]=[C:21]([CH3:24])[CH:20]=2)[CH:5]=1)[CH2:14][CH:15]([CH3:17])[CH3:16]. Given the reactants [C:1]([C:3]1[CH:8]=[CH:7][C:6]([NH:9][C@H:10]([CH2:14][CH:15]([CH3:17])[CH3:16])[C:11]([NH2:13])=[O:12])=[CH:5][C:4]=1[NH:18][C:19]1[S:23][N:22]=[C:21]([CH3:24])[CH:20]=1)#[N:2].C([O-])([O-])=[O:26].[K+].[K+].OO, predict the reaction product. (2) Given the reactants Cl[C:2]1[CH:7]=[C:6]([C:8]2[NH:19][C:11]3=[N:12][CH:13]=[C:14]([N+:16]([O-:18])=[O:17])[CH:15]=[C:10]3[N:9]=2)[CH:5]=[CH:4][N:3]=1.[CH3:20][O:21][CH2:22][CH2:23][CH2:24][NH2:25], predict the reaction product. The product is: [CH3:20][O:21][CH2:22][CH2:23][CH2:24][NH:25][C:2]1[CH:7]=[C:6]([C:8]2[NH:19][C:11]3=[N:12][CH:13]=[C:14]([N+:16]([O-:18])=[O:17])[CH:15]=[C:10]3[N:9]=2)[CH:5]=[CH:4][N:3]=1. (3) Given the reactants C([O:8][C:9]1[CH:48]=[CH:47][C:12]([CH2:13][C@H:14]([NH:28][C:29](=[O:46])[C:30]2[CH:44]=[C:43]([CH3:45])[CH:42]=[C:32]([C:33]([N:35]([CH2:39][CH2:40][CH3:41])[CH2:36][CH2:37][CH3:38])=[O:34])[CH:31]=2)[C@H:15]([OH:27])[CH2:16][NH:17][CH2:18][C:19]2[CH:24]=[CH:23][CH:22]=[C:21]([O:25][CH3:26])[CH:20]=2)=[CH:11][CH:10]=1)C1C=CC=CC=1, predict the reaction product. The product is: [OH:27][C@H:15]([CH2:16][NH:17][CH2:18][C:19]1[CH:24]=[CH:23][CH:22]=[C:21]([O:25][CH3:26])[CH:20]=1)[C@@H:14]([NH:28][C:29](=[O:46])[C:30]1[CH:44]=[C:43]([CH3:45])[CH:42]=[C:32]([C:33]([N:35]([CH2:36][CH2:37][CH3:38])[CH2:39][CH2:40][CH3:41])=[O:34])[CH:31]=1)[CH2:13][C:12]1[CH:11]=[CH:10][C:9]([OH:8])=[CH:48][CH:47]=1. (4) Given the reactants C([O:8][C:9]1[CH:18]=[C:17]2[C:12]([C:13]([O:19][C:20]3[CH:25]=[C:24]([CH3:26])[C:23]([CH3:27])=[CH:22][C:21]=3[C:28](=[O:30])[CH3:29])=[CH:14][CH:15]=[N:16]2)=[CH:11][C:10]=1[O:31][CH3:32])C1C=CC=CC=1.CS(O)(=O)=O, predict the reaction product. The product is: [OH:8][C:9]1[CH:18]=[C:17]2[C:12]([C:13]([O:19][C:20]3[CH:25]=[C:24]([CH3:26])[C:23]([CH3:27])=[CH:22][C:21]=3[C:28](=[O:30])[CH3:29])=[CH:14][CH:15]=[N:16]2)=[CH:11][C:10]=1[O:31][CH3:32]. (5) Given the reactants [NH2:1][C:2]1[CH:11]=[C:10]([F:12])[C:9]([F:13])=[CH:8][C:3]=1[C:4]([O:6][CH3:7])=[O:5].[C:14]1(=O)[CH2:17][CH2:16][CH2:15]1.C(O)(=O)C.C(O[BH-](OC(=O)C)OC(=O)C)(=O)C.[Na+], predict the reaction product. The product is: [CH:14]1([NH:1][C:2]2[CH:11]=[C:10]([F:12])[C:9]([F:13])=[CH:8][C:3]=2[C:4]([O:6][CH3:7])=[O:5])[CH2:17][CH2:16][CH2:15]1. (6) Given the reactants [C:1]([C:5]1[CH:11]=[C:10]([OH:12])[CH:9]=[CH:8][C:6]=1[OH:7])([CH3:4])([CH3:3])[CH3:2].[CH2:13]([CH:15]1[O:17][CH2:16]1)Cl.O.[OH-].[Na+].C[CH2:22][CH:23]([O:25][CH3:26])O, predict the reaction product. The product is: [C:1]([C:5]1[CH:11]=[C:10]([O:12][CH2:13][CH:15]2[CH2:16][O:17]2)[CH:9]=[CH:8][C:6]=1[O:7][CH2:22][CH:23]1[CH2:26][O:25]1)([CH3:4])([CH3:2])[CH3:3]. (7) Given the reactants N12CCCN=C1CCCCC2.[F:12][C:13]([F:27])([F:26])[C:14]1[CH:19]=[CH:18][N:17]=[C:16]([C:20]2[NH:21][O:22][C:23](=[O:25])[N:24]=2)[CH:15]=1.[CH3:28][O:29][N:30]([CH3:34])[C:31](Cl)=[O:32], predict the reaction product. The product is: [F:27][C:13]([F:12])([F:26])[C:14]1[CH:19]=[CH:18][N:17]=[C:16]([C:20]2[N:24]([C:31]([N:30]([O:29][CH3:28])[CH3:34])=[O:32])[C:23](=[O:25])[O:22][N:21]=2)[CH:15]=1.